From a dataset of Reaction yield outcomes from USPTO patents with 853,638 reactions. Predict the reaction yield, written as a fraction of the theoretical maximum amount of product (1.0 means a 100% yield; for example, 0.34 means a 34% yield). The reactants are [N:1]1[C:10]2[C:5](=[CH:6][CH:7]=[CH:8][CH:9]=2)[CH:4]=[C:3]([CH:11]=O)[CH:2]=1.CN.CO.CC(O)=O.[BH3-][C:22]#[N:23].[Na+]. The catalyst is CO. The product is [CH3:22][NH:23][CH2:11][C:3]1[CH:2]=[N:1][C:10]2[C:5]([CH:4]=1)=[CH:6][CH:7]=[CH:8][CH:9]=2. The yield is 0.240.